This data is from Reaction yield outcomes from USPTO patents with 853,638 reactions. The task is: Predict the reaction yield, written as a fraction of the theoretical maximum amount of product (1.0 means a 100% yield; for example, 0.34 means a 34% yield). The reactants are [CH3:1][O:2][C:3](=[O:23])[C:4]1[CH:9]=[C:8]([N+:10]([O-])=O)[C:7]([NH2:13])=[C:6]([F:14])[C:5]=1[NH:15][C:16]1[CH:21]=[CH:20][CH:19]=[CH:18][C:17]=1[Cl:22]. The catalyst is CC(O)=O.C(OCC)(=O)C.[Zn]. The product is [CH3:1][O:2][C:3](=[O:23])[C:4]1[CH:9]=[C:8]([NH2:10])[C:7]([NH2:13])=[C:6]([F:14])[C:5]=1[NH:15][C:16]1[CH:21]=[CH:20][CH:19]=[CH:18][C:17]=1[Cl:22]. The yield is 0.480.